Dataset: Reaction yield outcomes from USPTO patents with 853,638 reactions. Task: Predict the reaction yield, written as a fraction of the theoretical maximum amount of product (1.0 means a 100% yield; for example, 0.34 means a 34% yield). The reactants are C([O:3][C:4](=O)[CH2:5][CH2:6][C:7]1[C:15]2[B:14]([OH:16])[O:13][CH2:12][C:11]=2[CH:10]=[CH:9][CH:8]=1)C.CC(C[Al]CC(C)C)C. The catalyst is C1COCC1. The product is [OH:3][CH2:4][CH2:5][CH2:6][C:7]1[C:15]2[B:14]([OH:16])[O:13][CH2:12][C:11]=2[CH:10]=[CH:9][CH:8]=1. The yield is 0.655.